From a dataset of Full USPTO retrosynthesis dataset with 1.9M reactions from patents (1976-2016). Predict the reactants needed to synthesize the given product. (1) The reactants are: [CH3:1][N:2]([CH3:7])[CH2:3][CH2:4][CH2:5][OH:6].CC(C)([O-])C.[K+].Br[C:15]1[N:20]=[CH:19][C:18]([CH2:21][N:22]2[CH:31]=[CH:30][C:29]3[C:24](=[CH:25][CH:26]=[C:27]([C:32]4[CH:33]=[C:34]([CH:41]=[CH:42][C:43]=4[CH3:44])[C:35]([NH:37][CH:38]4[CH2:40][CH2:39]4)=[O:36])[CH:28]=3)[C:23]2=[O:45])=[CH:17][CH:16]=1. Given the product [CH:38]1([NH:37][C:35](=[O:36])[C:34]2[CH:41]=[CH:42][C:43]([CH3:44])=[C:32]([C:27]3[CH:28]=[C:29]4[C:24](=[CH:25][CH:26]=3)[C:23](=[O:45])[N:22]([CH2:21][C:18]3[CH:19]=[N:20][C:15]([O:6][CH2:5][CH2:4][CH2:3][N:2]([CH3:7])[CH3:1])=[CH:16][CH:17]=3)[CH:31]=[CH:30]4)[CH:33]=2)[CH2:39][CH2:40]1, predict the reactants needed to synthesize it. (2) Given the product [CH3:1][O:2][C:3]1[CH:8]=[CH:7][C:6](/[CH:9]=[CH:10]/[CH2:11][OH:12])=[C:5]([N+:15]([O-:17])=[O:16])[CH:4]=1, predict the reactants needed to synthesize it. The reactants are: [CH3:1][O:2][C:3]1[CH:8]=[CH:7][C:6](/[CH:9]=[CH:10]/[C:11](OC)=[O:12])=[C:5]([N+:15]([O-:17])=[O:16])[CH:4]=1.CC(C[AlH]CC(C)C)C. (3) Given the product [NH2:21][C:22]1[NH:29][C:17]([CH3:18])=[C:12]([C:13]([O:15][CH3:16])=[O:14])[CH:11]([C:7]2[CH:6]=[C:5]3[C:10](=[CH:9][CH:8]=2)[O:1][CH2:2][CH2:3][CH2:4]3)[C:23]=1[C:24]([O:26][CH2:27][CH3:28])=[O:25], predict the reactants needed to synthesize it. The reactants are: [O:1]1[C:10]2[C:5](=[CH:6][C:7]([CH:11]=[C:12]([C:17](=O)[CH3:18])[C:13]([O:15][CH3:16])=[O:14])=[CH:8][CH:9]=2)[CH2:4][CH2:3][CH2:2]1.Cl.[NH2:21][C:22]([NH2:29])=[CH:23][C:24]([O:26][CH2:27][CH3:28])=[O:25].CN1CCOCC1.